From a dataset of Reaction yield outcomes from USPTO patents with 853,638 reactions. Predict the reaction yield, written as a fraction of the theoretical maximum amount of product (1.0 means a 100% yield; for example, 0.34 means a 34% yield). (1) The reactants are [C:1]([O:5][C:6]([N:8]1[CH2:13][CH2:12][CH:11]([CH2:14][OH:15])[CH2:10][CH2:9]1)=[O:7])([CH3:4])([CH3:3])[CH3:2].C[N+]1([O-])CCOCC1. The catalyst is C(Cl)Cl.[Ru]([O-])(=O)(=O)=O.C([N+](CCC)(CCC)CCC)CC. The product is [C:1]([O:5][C:6]([N:8]1[CH2:13][CH2:12][CH:11]([CH:14]=[O:15])[CH2:10][CH2:9]1)=[O:7])([CH3:4])([CH3:3])[CH3:2]. The yield is 0.200. (2) The reactants are COC1C(OC)=CC2N(C)C(=O)CN=C(C3C=CC=C(C#CCCCC)C=3)C=2C=1.[C:30]([O:34][C:35](=[O:63])[NH:36][C:37]#[C:38][CH2:39][C:40]1[CH:45]=[CH:44][CH:43]=[C:42]([C:46]2[C:52]3[CH:53]=[C:54]([O:59][CH3:60])[C:55]([O:57][CH3:58])=[CH:56][C:51]=3[N:50]([CH3:61])[C:49](=[O:62])[CH2:48][N:47]=2)[CH:41]=1)([CH3:33])([CH3:32])[CH3:31]. The yield is 0.580. No catalyst specified. The product is [C:30]([O:34][C:35](=[O:63])[NH:36][CH2:37][CH2:38][CH2:39][C:40]1[CH:45]=[CH:44][CH:43]=[C:42]([C:46]2[C:52]3[CH:53]=[C:54]([O:59][CH3:60])[C:55]([O:57][CH3:58])=[CH:56][C:51]=3[N:50]([CH3:61])[C:49](=[O:62])[CH2:48][N:47]=2)[CH:41]=1)([CH3:31])([CH3:33])[CH3:32]. (3) The reactants are [CH2:1]([N:3]([CH2:19][CH3:20])[CH2:4][CH2:5][N:6]1[CH2:11][CH2:10][C:9]2[NH:12][C:13]([CH:16]=O)=[C:14]([CH3:15])[C:8]=2[C:7]1=[O:18])[CH3:2].[NH:21]([C:25]1[CH:26]=[C:27]2[C:31](=[CH:32][CH:33]=1)[NH:30][C:29](=[O:34])[CH2:28]2)[C:22]([CH3:24])=[O:23]. No catalyst specified. The product is [CH2:1]([N:3]([CH2:19][CH3:20])[CH2:4][CH2:5][N:6]1[CH2:11][CH2:10][C:9]2[NH:12][C:13]([CH:16]=[C:28]3[C:27]4[C:31](=[CH:32][CH:33]=[C:25]([NH:21][C:22](=[O:23])[CH3:24])[CH:26]=4)[NH:30][C:29]3=[O:34])=[C:14]([CH3:15])[C:8]=2[C:7]1=[O:18])[CH3:2]. The yield is 0.579. (4) The reactants are C(O)(=O)C.[CH2:5]([O:8][C:9]([O:11][C@H:12]1[C@H:25]([O:26][P:27]2(=[O:38])[O:33][CH2:32][C:31]3[CH:34]=[CH:35][CH:36]=[CH:37][C:30]=3[CH2:29][O:28]2)[C@@H:24]([CH2:39][O:40][CH2:41][C:42]2[CH:47]=[CH:46][CH:45]=[CH:44][CH:43]=2)[O:23][C@@H:14]([O:15][Si:16]([C:19]([CH3:22])([CH3:21])[CH3:20])([CH3:18])[CH3:17])[C@@H:13]1[N:48]=[N+]=[N-])=[O:10])[CH:6]=[CH2:7].[C:51](Cl)([O:53][CH2:54][CH:55]1[C:67]2[C:62](=[CH:63][CH:64]=[CH:65][CH:66]=2)[C:61]2[C:56]1=[CH:57][CH:58]=[CH:59][CH:60]=2)=[O:52].CCN(C(C)C)C(C)C. The catalyst is C(Cl)Cl.C(OCC)(=O)C.[Zn].CCCCCC.C(OCC)(=O)C. The product is [CH2:5]([O:8][C:9]([O:11][C@H:12]1[C@H:25]([O:26][P:27]2(=[O:38])[O:33][CH2:32][C:31]3[CH:34]=[CH:35][CH:36]=[CH:37][C:30]=3[CH2:29][O:28]2)[C@@H:24]([CH2:39][O:40][CH2:41][C:42]2[CH:47]=[CH:46][CH:45]=[CH:44][CH:43]=2)[O:23][C@@H:14]([O:15][Si:16]([C:19]([CH3:22])([CH3:21])[CH3:20])([CH3:18])[CH3:17])[C@@H:13]1[NH:48][C:51]([O:53][CH2:54][CH:55]1[C:56]2[CH:57]=[CH:58][CH:59]=[CH:60][C:61]=2[C:62]2[C:67]1=[CH:66][CH:65]=[CH:64][CH:63]=2)=[O:52])=[O:10])[CH:6]=[CH2:7]. The yield is 0.800.